From a dataset of Full USPTO retrosynthesis dataset with 1.9M reactions from patents (1976-2016). Predict the reactants needed to synthesize the given product. (1) The reactants are: Cl[CH2:2][C:3]1[C:4]([S:9][CH:10]([CH3:12])[CH3:11])=[N:5][CH:6]=[CH:7][CH:8]=1.C([O:15][C:16]([CH:18]1[CH2:20][CH:19]1[C:21]1[CH:26]=[CH:25][C:24]([OH:27])=[CH:23][C:22]=1[Cl:28])=[O:17])C. Given the product [Cl:28][C:22]1[CH:23]=[C:24]([O:27][CH2:2][C:3]2[C:4]([S:9][CH:10]([CH3:12])[CH3:11])=[N:5][CH:6]=[CH:7][CH:8]=2)[CH:25]=[CH:26][C:21]=1[CH:19]1[CH2:20][CH:18]1[C:16]([OH:17])=[O:15], predict the reactants needed to synthesize it. (2) Given the product [Cl:1][C:2]1[C:3](/[C:9](=[N:24]\[O:25][CH2:26][CH3:27])/[CH2:10][NH:11][C:12](=[O:23])[C:13]2[CH:18]=[CH:17][CH:16]=[CH:15][C:14]=2[C:19]([F:21])([F:20])[F:22])=[N:4][CH:5]=[C:6]([Cl:8])[CH:7]=1, predict the reactants needed to synthesize it. The reactants are: [Cl:1][C:2]1[C:3]([C:9](=[N:24][O:25][CH2:26][CH3:27])[CH2:10][NH:11][C:12](=[O:23])[C:13]2[CH:18]=[CH:17][CH:16]=[CH:15][C:14]=2[C:19]([F:22])([F:21])[F:20])=[N:4][CH:5]=[C:6]([Cl:8])[CH:7]=1. (3) Given the product [CH:17]1([O:16][C:10]2[CH:9]=[C:8]([CH:3]([N:2]3[C:32](=[O:33])[C:27]4[C:26]([CH2:38][C:37]([NH2:39])=[O:44])=[CH:36][CH:35]=[CH:34][C:28]=4[C:29]3=[O:31])[CH2:4][CH:5]([OH:7])[CH3:6])[CH:13]=[CH:12][C:11]=2[O:14][CH3:15])[CH2:21][CH2:20][CH2:19][CH2:18]1, predict the reactants needed to synthesize it. The reactants are: Cl.[NH2:2][CH:3]([C:8]1[CH:13]=[CH:12][C:11]([O:14][CH3:15])=[C:10]([O:16][CH:17]2[CH2:21][CH2:20][CH2:19][CH2:18]2)[CH:9]=1)[CH2:4][CH:5]([OH:7])[CH3:6].C(N[C:26]1[CH:36]=[CH:35][CH:34]=[C:28]2[C:29]([O:31][C:32](=[O:33])[C:27]=12)=O)(=O)C.[CH2:37]([N:39](CC)CC)[CH3:38].[OH2:44]. (4) Given the product [CH3:23][O:22][C:21]1[C:15]2[C:14](=[O:26])[NH:13][C:12]([C:8]3[CH:9]=[C:10]([CH3:11])[C:5]([O:4][CH2:3][CH2:2][NH:1][C:28](=[O:30])[CH3:29])=[C:6]([CH3:27])[CH:7]=3)=[N:17][C:16]=2[N:18]=[C:19]([O:24][CH3:25])[CH:20]=1, predict the reactants needed to synthesize it. The reactants are: [NH2:1][CH2:2][CH2:3][O:4][C:5]1[C:10]([CH3:11])=[CH:9][C:8]([C:12]2[NH:13][C:14](=[O:26])[C:15]3[C:21]([O:22][CH3:23])=[CH:20][C:19]([O:24][CH3:25])=[N:18][C:16]=3[N:17]=2)=[CH:7][C:6]=1[CH3:27].[C:28](Cl)(=[O:30])[CH3:29]. (5) Given the product [Br:1][C:2]1[CH:3]=[CH:4][C:5]([C:8]2[O:12][N:11]=[C:10]([CH3:13])[C:9]=2[NH:14][CH:19]([CH3:20])[CH2:18][CH2:17][CH2:16][OH:15])=[CH:6][CH:7]=1, predict the reactants needed to synthesize it. The reactants are: [Br:1][C:2]1[CH:7]=[CH:6][C:5]([C:8]2[O:12][N:11]=[C:10]([CH3:13])[C:9]=2[NH2:14])=[CH:4][CH:3]=1.[OH:15][CH2:16][CH2:17][CH2:18][C:19](=O)[CH3:20].